Dataset: Reaction yield outcomes from USPTO patents with 853,638 reactions. Task: Predict the reaction yield, written as a fraction of the theoretical maximum amount of product (1.0 means a 100% yield; for example, 0.34 means a 34% yield). (1) The reactants are [N+:1]([C:4]1[CH:9]=[CH:8][CH:7]=[CH:6][C:5]=1[C:10]1[S:11][C:12]2[C:17]([N:18]=1)=[CH:16][C:15]([CH2:19][N:20]1[CH2:25][CH2:24][N:23]([C:26]([O:28][C:29]([CH3:32])([CH3:31])[CH3:30])=[O:27])[CH2:22][CH2:21]1)=[CH:14][N:13]=2)([O-])=O.[NH4+].[Cl-].O. The catalyst is [Fe].CO. The product is [NH2:1][C:4]1[CH:9]=[CH:8][CH:7]=[CH:6][C:5]=1[C:10]1[S:11][C:12]2[C:17]([N:18]=1)=[CH:16][C:15]([CH2:19][N:20]1[CH2:25][CH2:24][N:23]([C:26]([O:28][C:29]([CH3:32])([CH3:31])[CH3:30])=[O:27])[CH2:22][CH2:21]1)=[CH:14][N:13]=2. The yield is 0.810. (2) The reactants are [C:1]([C:4]1[C:9]([NH:10][C:11]([C:13]2[S:14][CH:15]=[C:16]([CH:18]([CH3:20])[CH3:19])[N:17]=2)=O)=[CH:8][C:7]([Cl:21])=[C:6]([O:22][CH3:23])[CH:5]=1)(=[O:3])[CH3:2].C(C1N=C(C2C=C(O)C3C(=CC(OC)=CC=3)N=2)SC=1)(C)C. No catalyst specified. The product is [Cl:21][C:7]1[CH:8]=[C:9]2[C:4]([C:1]([OH:3])=[CH:2][C:11]([C:13]3[S:14][CH:15]=[C:16]([CH:18]([CH3:20])[CH3:19])[N:17]=3)=[N:10]2)=[CH:5][C:6]=1[O:22][CH3:23]. The yield is 0.700. (3) The reactants are [O:1]=[C:2]1[CH2:6][CH2:5][CH2:4][CH:3]1[CH2:7][C:8]([O:10]CC)=O.[NH2:13][C@@H:14]([C:17]1[CH:22]=[CH:21][CH:20]=[CH:19][CH:18]=1)[CH2:15]O. The catalyst is C1(C)C=CC=CC=1. The product is [C:17]1([C@@H:14]2[CH2:15][O:1][C@@:2]34[CH2:6][CH2:5][CH2:4][C@@H:3]3[CH2:7][C:8](=[O:10])[N:13]24)[CH:22]=[CH:21][CH:20]=[CH:19][CH:18]=1. The yield is 0.727. (4) The reactants are [N+:1]([C:4]1[CH:12]=[CH:11][C:7]([C:8](Cl)=[O:9])=[CH:6][CH:5]=1)([O-:3])=[O:2].[NH2:13][C:14]1[CH:15]=[N:16][CH:17]=[CH:18][C:19]=1[OH:20].C([O-])([O-])=O.[Na+].[Na+].CC(O)=O. The catalyst is N1C=CC=CC=1.O. The product is [OH:20][C:19]1[CH:18]=[CH:17][N:16]=[CH:15][C:14]=1[NH:13][C:8](=[O:9])[C:7]1[CH:11]=[CH:12][C:4]([N+:1]([O-:3])=[O:2])=[CH:5][CH:6]=1. The yield is 0.620.